This data is from Forward reaction prediction with 1.9M reactions from USPTO patents (1976-2016). The task is: Predict the product of the given reaction. (1) Given the reactants [H-].[Na+].[CH2:3]([OH:7])[C:4]#[C:5][CH3:6].[Cl:8][C:9]1[C:14]([F:15])=[C:13](Cl)[N:12]=[CH:11][N:10]=1.[Cl-].[NH4+], predict the reaction product. The product is: [CH2:3]([O:7][C:13]1[C:14]([F:15])=[C:9]([Cl:8])[N:10]=[CH:11][N:12]=1)[C:4]#[C:5][CH3:6]. (2) The product is: [NH2:1][C:2]1[C:12]([Cl:32])=[C:11]([CH:13]=[O:14])[C:10]([Br:15])=[CH:9][C:3]=1[C:4]([O:6][CH2:7][CH3:8])=[O:5]. Given the reactants [NH2:1][C:2]1[CH:12]=[C:11]([CH:13]=[O:14])[C:10]([Br:15])=[CH:9][C:3]=1[C:4]([O:6][CH2:7][CH3:8])=[O:5].C(OC(=O)C1C=C(C(F)(F)F)C(C=O)=C([Cl:32])C=1N)C, predict the reaction product. (3) Given the reactants [CH3:1][O:2][C:3]([CH2:5][CH:6]1[CH2:11][CH2:10][CH:9]([O:12][C:13]([N:15]2[CH2:24][CH2:23][C:22]3[C:17](=[CH:18][CH:19]=[C:20]([N+:25]([O-])=O)[CH:21]=3)[CH2:16]2)=[O:14])[CH2:8][CH2:7]1)=[O:4].[H][H], predict the reaction product. The product is: [CH3:1][O:2][C:3]([CH2:5][CH:6]1[CH2:7][CH2:8][CH:9]([O:12][C:13]([N:15]2[CH2:24][CH2:23][C:22]3[C:17](=[CH:18][CH:19]=[C:20]([NH2:25])[CH:21]=3)[CH2:16]2)=[O:14])[CH2:10][CH2:11]1)=[O:4]. (4) Given the reactants Cl[C:2]([O:4][C:5]1[CH:10]=[CH:9][C:8]([C:11](=[O:22])[NH:12][CH2:13][CH2:14][C:15]2[CH:20]=[CH:19][C:18]([Cl:21])=[CH:17][CH:16]=2)=[CH:7][CH:6]=1)=[O:3].[O:23]1[CH2:27][CH2:26][CH2:25][CH:24]1[CH2:28][N:29]1[CH2:34][CH2:33][NH:32][CH2:31][CH2:30]1.[K+].[Br-].C(O)[C@H](O)[C@H]1OC(=O)C(O)=C1O, predict the reaction product. The product is: [Cl:21][C:18]1[CH:19]=[CH:20][C:15]([CH2:14][CH2:13][NH:12][C:11]([C:8]2[CH:9]=[CH:10][C:5]([O:4][C:2]([N:32]3[CH2:31][CH2:30][N:29]([CH2:28][CH:24]4[CH2:25][CH2:26][CH2:27][O:23]4)[CH2:34][CH2:33]3)=[O:3])=[CH:6][CH:7]=2)=[O:22])=[CH:16][CH:17]=1.